Task: Predict which catalyst facilitates the given reaction.. Dataset: Catalyst prediction with 721,799 reactions and 888 catalyst types from USPTO Reactant: [CH2:1]([CH:5]([CH2:8]C#N)[C:6]#[N:7])[CH:2]([CH3:4])[CH3:3].O.[C:12]([O-:15])(O)=[O:13].[Na+].Cl. Product: [C:6]([CH:5]([CH2:1][CH:2]([CH3:4])[CH3:3])[CH2:8][C:12]([OH:15])=[O:13])#[N:7]. The catalyst class is: 5.